From a dataset of Reaction yield outcomes from USPTO patents with 853,638 reactions. Predict the reaction yield, written as a fraction of the theoretical maximum amount of product (1.0 means a 100% yield; for example, 0.34 means a 34% yield). (1) The reactants are [O:1]=[C:2]1[CH2:7][CH2:6][CH:5]([C:8]([C:10]2[S:14][C:13]([NH2:15])=[N:12][C:11]=2[C:16]2[O:17][CH:18]=[CH:19][CH:20]=2)=[O:9])[CH2:4][CH2:3]1.[C:21](O)(=[O:28])[C:22]1[CH:27]=[CH:26][N:25]=[CH:24][CH:23]=1.CCN=C=NCCCN(C)C.Cl.O.ON1C2C=CC=CC=2N=N1. The catalyst is CN(C=O)C.O. The product is [O:17]1[CH:18]=[CH:19][CH:20]=[C:16]1[C:11]1[N:12]=[C:13]([NH:15][C:21]([C:22]2[CH:27]=[CH:26][N:25]=[CH:24][CH:23]=2)=[O:28])[S:14][C:10]=1[C:8]([CH:5]1[CH2:6][CH2:7][C:2](=[O:1])[CH2:3][CH2:4]1)=[O:9]. The yield is 0.660. (2) The reactants are [Cl:1][C:2]1[N:3]=[C:4](Cl)[C:5]2[CH2:10][CH2:9][CH:8]([C:11]3[CH:16]=[CH:15][C:14]([F:17])=[CH:13][CH:12]=3)[C:6]=2[N:7]=1.Cl.[C@H:20]12[CH2:26][C@H:23]([NH:24][CH2:25]1)[CH2:22][O:21]2.CCN(C(C)C)C(C)C. The catalyst is CO. The product is [Cl:1][C:2]1[N:3]=[C:4]([N:24]2[CH2:25][C@@H:20]3[CH2:26][C@H:23]2[CH2:22][O:21]3)[C:5]2[CH2:10][CH2:9][CH:8]([C:11]3[CH:16]=[CH:15][C:14]([F:17])=[CH:13][CH:12]=3)[C:6]=2[N:7]=1. The yield is 0.606. (3) The reactants are [C:1]([O:5][C:6](=[O:15])[NH:7][C@H:8]([C:12](=O)[NH2:13])[CH2:9][O:10][CH3:11])([CH3:4])([CH3:3])[CH3:2].F[B-](F)(F)F.C([O+](CC)CC)C.[F:28][C:29]1[CH:30]=[C:31]([NH:36][C:37]2[CH:42]=[CH:41][CH:40]=[CH:39][N:38]=2)[C:32](N)=[CH:33][CH:34]=1. The catalyst is C1COCC1. The product is [C:1]([O:5][C:6](=[O:15])[NH:7][C@H:8]([C:12]1[N:36]([C:37]2[CH:42]=[CH:41][CH:40]=[CH:39][N:38]=2)[C:31]2[CH:30]=[C:29]([F:28])[CH:34]=[CH:33][C:32]=2[N:13]=1)[CH2:9][O:10][CH3:11])([CH3:4])([CH3:3])[CH3:2]. The yield is 0.640.